This data is from Reaction yield outcomes from USPTO patents with 853,638 reactions. The task is: Predict the reaction yield, written as a fraction of the theoretical maximum amount of product (1.0 means a 100% yield; for example, 0.34 means a 34% yield). (1) The reactants are [H-].[Na+].[Br:3][C:4]1[CH:5]=[C:6]([CH:16]=[C:17]([O:19][C:20]2[CH:25]=[CH:24][C:23]([C:26]([F:29])([F:28])[F:27])=[CH:22][N:21]=2)[CH:18]=1)[CH2:7]P(=O)(OCC)OCC.O=[C:31]1[CH2:36][CH2:35][N:34]([C:37]([O:39][C:40]([CH3:43])([CH3:42])[CH3:41])=[O:38])[CH2:33][CH2:32]1. The catalyst is C1COCC1. The product is [Br:3][C:4]1[CH:5]=[C:6]([CH:16]=[C:17]([O:19][C:20]2[CH:25]=[CH:24][C:23]([C:26]([F:27])([F:28])[F:29])=[CH:22][N:21]=2)[CH:18]=1)[CH:7]=[C:31]1[CH2:36][CH2:35][N:34]([C:37]([O:39][C:40]([CH3:43])([CH3:42])[CH3:41])=[O:38])[CH2:33][CH2:32]1. The yield is 1.00. (2) The reactants are [Br:1][C:2]1[C:6]2=[C:7]3[C:12](=[CH:13][CH:14]=[C:5]2[S:4][C:3]=1[CH:15]([OH:20])[C:16]([O:18][CH3:19])=[O:17])[N:11]=[CH:10][CH:9]=[CH:8]3.Cl(O)(=O)(=O)=O.C(=O)(O)[O-].[Na+]. The catalyst is C(OC(=O)C)(C)(C)C. The product is [Br:1][C:2]1[C:6]2=[C:7]3[C:12](=[CH:13][CH:14]=[C:5]2[S:4][C:3]=1[CH:15]([O:20][C:6]([CH3:7])([CH3:2])[CH3:5])[C:16]([O:18][CH3:19])=[O:17])[N:11]=[CH:10][CH:9]=[CH:8]3. The yield is 0.310. (3) The reactants are [CH3:1][O:2][C:3](=[O:17])[CH2:4][CH2:5][C:6]([C:8]1[CH:13]=[CH:12][C:11]([CH2:14][CH2:15][OH:16])=[CH:10][CH:9]=1)=O. The catalyst is CO.[Pd]. The product is [CH3:1][O:2][C:3](=[O:17])[CH2:4][CH2:5][CH2:6][C:8]1[CH:9]=[CH:10][C:11]([CH2:14][CH2:15][OH:16])=[CH:12][CH:13]=1. The yield is 0.390. (4) The reactants are [Cl:1][C:2]1[CH:8]=[CH:7][C:5]([NH2:6])=[C:4]([F:9])[CH:3]=1.[Li]CCCC.Cl[Si](C)(C)CC[Si](Cl)(C)C.Cl[C:26]([O:28][CH2:29][C:30]1[CH:35]=[CH:34][CH:33]=[CH:32][CH:31]=1)=[O:27]. The catalyst is C1COCC1. The product is [NH2:6][C:5]1[C:4]([F:9])=[C:3]([C:2]([Cl:1])=[CH:8][CH:7]=1)[C:26]([O:28][CH2:29][C:30]1[CH:35]=[CH:34][CH:33]=[CH:32][CH:31]=1)=[O:27]. The yield is 0.450. (5) The reactants are Br[C:2]1[CH:11]=[CH:10][C:5]([C:6]([O:8][CH3:9])=[O:7])=[CH:4][C:3]=1[F:12].CN(C=O)C.C(N(CC)CC)C.[CH3:25][O:26][CH2:27][C:28]#[CH:29]. The catalyst is CCOC(C)=O.[Cu]I. The product is [F:12][C:3]1[CH:4]=[C:5]([CH:10]=[CH:11][C:2]=1[C:29]#[C:28][CH2:27][O:26][CH3:25])[C:6]([O:8][CH3:9])=[O:7]. The yield is 0.610. (6) The reactants are [NH2:1][C:2]([NH2:4])=[S:3].[CH3:5][O:6][C:7]1[CH:12]=[CH:11][C:10]([N:13]=[C:14]=[O:15])=[C:9]([CH3:16])[CH:8]=1.Br[CH2:18][C:19](=O)[C:20]([F:26])([F:25])[C:21]([F:24])([F:23])[F:22]. The catalyst is CN(C=O)C.CCOC(C)=O. The product is [CH3:5][O:6][C:7]1[CH:12]=[CH:11][C:10]([NH:13][C:14]([NH:1][C:2]2[S:3][CH:18]=[C:19]([C:20]([F:26])([F:25])[C:21]([F:24])([F:23])[F:22])[N:4]=2)=[O:15])=[C:9]([CH3:16])[CH:8]=1. The yield is 0.180. (7) The reactants are FC1C=C(F)C=CC=1C1C=C(CN2C(=O)C3=CC=CC=C3C2=O)C(=O)N(CC(C)C)N=1.[C:32]([C:35]1[C:36](=[O:58])[N:37]([CH2:50][C:51]2[CH:56]=[CH:55][C:54]([F:57])=[CH:53][CH:52]=2)[N:38]=[C:39]([C:41]2[CH:46]=[CH:45][C:44]([O:47][CH3:48])=[C:43]([F:49])[CH:42]=2)[CH:40]=1)(O)=[O:33]. No catalyst specified. The product is [F:57][C:54]1[CH:53]=[CH:52][C:51]([CH2:50][N:37]2[C:36](=[O:58])[C:35]([CH2:32][OH:33])=[CH:40][C:39]([C:41]3[CH:46]=[CH:45][C:44]([O:47][CH3:48])=[C:43]([F:49])[CH:42]=3)=[N:38]2)=[CH:56][CH:55]=1. The yield is 0.270.